Dataset: Catalyst prediction with 721,799 reactions and 888 catalyst types from USPTO. Task: Predict which catalyst facilitates the given reaction. (1) Reactant: Br[C:2]1[C:3]2[O:12][C:11]([CH2:13][N:14]3[CH2:19][CH2:18][N:17]([S:20]([CH3:23])(=[O:22])=[O:21])[CH2:16][C@H:15]3[CH3:24])=[CH:10][C:4]=2[C:5](=[O:9])[N:6]([CH3:8])[CH:7]=1.[O:25]1[CH2:28][CH:27]([CH2:29][O:30][C:31]2[CH:32]=[N:33][CH:34]=[CH:35][C:36]=2B2OC(C)(C)C(C)(C)O2)[CH2:26]1.C(=O)([O-])[O-].[K+].[K+]. Product: [CH3:8][N:6]1[CH:7]=[C:2]([C:36]2[CH:35]=[CH:34][N:33]=[CH:32][C:31]=2[O:30][CH2:29][CH:27]2[CH2:26][O:25][CH2:28]2)[C:3]2[O:12][C:11]([CH2:13][N:14]3[CH2:19][CH2:18][N:17]([S:20]([CH3:23])(=[O:22])=[O:21])[CH2:16][C@H:15]3[CH3:24])=[CH:10][C:4]=2[C:5]1=[O:9]. The catalyst class is: 73. (2) Reactant: [Cl:1][CH2:2][C:3]1[N:12]([CH2:13][CH2:14][CH3:15])[C:11](=[O:16])[C:10]2[C:5](=[C:6]([OH:19])[C:7]([Cl:18])=[CH:8][C:9]=2[Cl:17])[N:4]=1.[CH3:20][NH2:21]. Product: [ClH:1].[Cl:17][C:9]1[CH:8]=[C:7]([Cl:18])[C:6]([OH:19])=[C:5]2[C:10]=1[C:11](=[O:16])[N:12]([CH2:13][CH2:14][CH3:15])[C:3]([CH2:2][NH:21][CH3:20])=[N:4]2. The catalyst class is: 219.